This data is from Full USPTO retrosynthesis dataset with 1.9M reactions from patents (1976-2016). The task is: Predict the reactants needed to synthesize the given product. (1) Given the product [O:28]([CH2:2][C:3]1[CH:21]=[CH:20][C:6]([CH2:7][N:8]2[CH2:12][C@@H:11]([C:13]3[CH:18]=[CH:17][CH:16]=[CH:15][CH:14]=3)[O:10][C:9]2=[O:19])=[CH:5][CH:4]=1)[C:22]1[CH:27]=[CH:26][CH:25]=[CH:24][CH:23]=1, predict the reactants needed to synthesize it. The reactants are: Br[CH2:2][C:3]1[CH:21]=[CH:20][C:6]([CH2:7][N:8]2[CH2:12][C@@H:11]([C:13]3[CH:18]=[CH:17][CH:16]=[CH:15][CH:14]=3)[O:10][C:9]2=[O:19])=[CH:5][CH:4]=1.[C:22]1([OH:28])[CH:27]=[CH:26][CH:25]=[CH:24][CH:23]=1.C(=O)([O-])[O-].[K+].[K+].[I-].[K+]. (2) Given the product [CH3:39][N:35]1[C:34]2[C:40]([CH3:42])=[CH:41][C:31]([C:29]([C:24]3[N:25]=[C:26]([CH3:28])[N:27]=[C:22]([N:17]4[CH2:18][CH2:19][CH:14]([N:10]5[CH2:9][CH2:8][C:7]6[CH:20]=[C:3]([O:2][CH3:1])[CH:4]=[CH:5][C:6]=6[NH:12][C:11]5=[O:13])[CH2:15][CH2:16]4)[CH:23]=3)=[O:30])=[CH:32][C:33]=2[O:37][C:36]1=[O:38], predict the reactants needed to synthesize it. The reactants are: [CH3:1][O:2][C:3]1[CH:4]=[CH:5][C:6]2[NH:12][C:11](=[O:13])[N:10]([CH:14]3[CH2:19][CH2:18][NH:17][CH2:16][CH2:15]3)[CH2:9][CH2:8][C:7]=2[CH:20]=1.Cl[C:22]1[N:27]=[C:26]([CH3:28])[N:25]=[C:24]([C:29]([C:31]2[CH:41]=[C:40]([CH3:42])[C:34]3[N:35]([CH3:39])[C:36](=[O:38])[O:37][C:33]=3[CH:32]=2)=[O:30])[CH:23]=1.CCN(C(C)C)C(C)C.